This data is from Full USPTO retrosynthesis dataset with 1.9M reactions from patents (1976-2016). The task is: Predict the reactants needed to synthesize the given product. (1) Given the product [ClH:34].[ClH:36].[C:1]([NH:5][C:6](=[O:35])[C:7]1[CH:12]=[CH:11][CH:10]=[C:9]([O:13][C:14]2[CH:19]=[CH:18][C:17]([NH:20][C:21]3[C:31]4[CH:30]=[C:29]([CH2:32][N:44]5[CH2:45][CH2:46][CH:41]([S:38]([CH3:37])(=[O:40])=[O:39])[CH2:42][CH2:43]5)[CH2:28][CH2:27][NH:26][C:25]=4[N:24]=[CH:23][N:22]=3)=[CH:16][C:15]=2[Cl:34])[CH:8]=1)([CH3:3])([CH3:2])[CH3:4], predict the reactants needed to synthesize it. The reactants are: [C:1]([NH:5][C:6](=[O:35])[C:7]1[CH:12]=[CH:11][CH:10]=[C:9]([O:13][C:14]2[CH:19]=[CH:18][C:17]([NH:20][C:21]3[C:31]4[CH:30]=[C:29]([CH:32]=O)[CH2:28][CH2:27][NH:26][C:25]=4[N:24]=[CH:23][N:22]=3)=[CH:16][C:15]=2[Cl:34])[CH:8]=1)([CH3:4])([CH3:3])[CH3:2].[ClH:36].[CH3:37][S:38]([CH:41]1[CH2:46][CH2:45][NH:44][CH2:43][CH2:42]1)(=[O:40])=[O:39].C(O[BH-](OC(=O)C)OC(=O)C)(=O)C.[Na+].Cl.C(OCC)(=O)C. (2) Given the product [CH2:37]([CH:21]([C:17]1[CH:18]=[CH:19][CH:20]=[C:15]([O:14][CH2:13][CH2:12][O:11]/[N:10]=[C:7](/[C:4]2[CH:3]=[CH:2][C:1]([C:25]3[CH:26]=[CH:27][CH:28]=[CH:29][CH:30]=3)=[CH:6][CH:5]=2)\[CH2:8][CH3:9])[CH:16]=1)[C:22]([OH:24])=[O:23])[CH3:38], predict the reactants needed to synthesize it. The reactants are: [C:1]1([C:25]2[CH:30]=[CH:29][CH:28]=[CH:27][CH:26]=2)[CH:6]=[CH:5][C:4](/[C:7](=[N:10]/[O:11][CH2:12][CH2:13][O:14][C:15]2[CH:16]=[C:17]([CH2:21][C:22]([OH:24])=[O:23])[CH:18]=[CH:19][CH:20]=2)/[CH2:8][CH3:9])=[CH:3][CH:2]=1.C(=O)([O-])[O-].[Cs+].[Cs+].[CH2:37](I)[CH3:38].[Cl-].[NH4+]. (3) Given the product [Cl:11][C:8]1[CH:9]=[CH:10][C:5]2[N:6]([C:2]([C:13]#[C:12][C:14]3[CH:15]=[C:16]([CH:19]=[CH:20][CH:21]=3)[C:17]#[N:18])=[CH:3][N:4]=2)[N:7]=1, predict the reactants needed to synthesize it. The reactants are: Br[C:2]1[N:6]2[N:7]=[C:8]([Cl:11])[CH:9]=[CH:10][C:5]2=[N:4][CH:3]=1.[C:12]([C:14]1[CH:15]=[C:16]([CH:19]=[CH:20][CH:21]=1)[C:17]#[N:18])#[CH:13]. (4) Given the product [Br:48][CH2:2][CH2:3][CH2:4][C:5]1[C:10]([CH3:11])=[CH:9][C:8]([C:12]2[NH:21][C:20](=[O:22])[C:19]3[C:14](=[CH:15][C:16]([O:25][CH3:26])=[CH:17][C:18]=3[O:23][CH3:24])[N:13]=2)=[CH:7][C:6]=1[CH3:27], predict the reactants needed to synthesize it. The reactants are: O[CH2:2][CH2:3][CH2:4][C:5]1[C:10]([CH3:11])=[CH:9][C:8]([C:12]2[NH:21][C:20](=[O:22])[C:19]3[C:14](=[CH:15][C:16]([O:25][CH3:26])=[CH:17][C:18]=3[O:23][CH3:24])[N:13]=2)=[CH:7][C:6]=1[CH3:27].C1(P(C2C=CC=CC=2)C2C=CC=CC=2)C=CC=CC=1.C(Br)(Br)(Br)[Br:48].